From a dataset of Forward reaction prediction with 1.9M reactions from USPTO patents (1976-2016). Predict the product of the given reaction. (1) Given the reactants [CH:1]1N=C[N:3]([C:6]([N:8]2C=N[CH:10]=[CH:9]2)=[O:7])[CH:2]=1.NCC1[CH:16]=[N:17][CH:18]=[CH:19][CH:20]=1.NC1[CH:30]=[CH:29][C:25]([C:26]([OH:28])=[O:27])=[CH:24][CH:23]=1, predict the reaction product. The product is: [N:17]1[CH:18]=[CH:19][CH:20]=[C:10]([CH2:9][NH:8][C:6](=[O:7])[NH:3][CH2:2][C:1]2[CH:30]=[CH:29][C:25]([C:26]([OH:28])=[O:27])=[CH:24][CH:23]=2)[CH:16]=1. (2) The product is: [CH:21]1([C:19]([C:13]2[CH:14]=[C:15]([CH3:18])[CH:16]=[CH:17][C:12]=2[NH:11][C:9]([NH:8][C:5]2[S:6][CH:7]=[C:3]([CH2:2][N:1]3[C:35](=[O:36])[CH2:34][NH:33][C:31]3=[O:30])[N:4]=2)=[O:10])=[O:20])[CH2:25][CH2:24][CH2:23][CH2:22]1. Given the reactants [NH2:1][CH2:2][C:3]1[N:4]=[C:5]([NH:8][C:9]([NH:11][C:12]2[CH:17]=[CH:16][C:15]([CH3:18])=[CH:14][C:13]=2[C:19]([CH:21]2[CH2:25][CH2:24][CH2:23][CH2:22]2)=[O:20])=[O:10])[S:6][CH:7]=1.CC([O:30][C:31]([NH:33][CH2:34][C:35](O)=[O:36])=O)(C)C, predict the reaction product. (3) Given the reactants [Cl:1][C:2]1[C:10]2[N:9]=[CH:8][N:7]([CH2:11][O:12][CH2:13][CH2:14][O:15][CH3:16])[C:6]=2[CH:5]=[C:4]([Cl:17])[C:3]=1[Cl:18].C([N-]C(C)C)(C)C.[Li+].[Cl:27]N1C(=O)CCC1=O.[NH4+].[Cl-], predict the reaction product. The product is: [Cl:27][C:8]1[N:7]([CH2:11][O:12][CH2:13][CH2:14][O:15][CH3:16])[C:6]2[CH:5]=[C:4]([Cl:17])[C:3]([Cl:18])=[C:2]([Cl:1])[C:10]=2[N:9]=1. (4) Given the reactants [N:1]12[CH2:8][CH2:7][CH:4]([CH2:5][CH2:6]1)[CH:3]([O:9][C:10](=[O:23])[NH:11][C:12]([C:15]1[CH:20]=[C:19](Br)[CH:18]=[CH:17][C:16]=1[F:22])([CH3:14])[CH3:13])[CH2:2]2.[CH:24]1(B(O)O)[CH2:26][CH2:25]1, predict the reaction product. The product is: [N:1]12[CH2:8][CH2:7][CH:4]([CH2:5][CH2:6]1)[CH:3]([O:9][C:10](=[O:23])[NH:11][C:12]([C:15]1[CH:20]=[C:19]([CH:24]3[CH2:26][CH2:25]3)[CH:18]=[CH:17][C:16]=1[F:22])([CH3:14])[CH3:13])[CH2:2]2. (5) Given the reactants Br[C:2]1[N:3]([C:7]2[N:16]=[CH:15][C:14]3[N:13]4[CH:17]=[N:18][N:19]=[C:12]4[C@@H:11]([CH2:20][CH3:21])[N:10]([CH:22]4[CH2:26][CH2:25][CH2:24][CH2:23]4)[C:9]=3[N:8]=2)[CH:4]=[CH:5][N:6]=1.[NH:27]1[CH2:31][CH2:30][CH2:29][CH2:28]1.C(Cl)(Cl)Cl.C1C=CC(P(C2C(C3C(P(C4C=CC=CC=4)C4C=CC=CC=4)=CC=C4C=3C=CC=C4)=C3C(C=CC=C3)=CC=2)C2C=CC=CC=2)=CC=1.C([O-])([O-])=O.[K+].[K+], predict the reaction product. The product is: [CH:22]1([N:10]2[C:9]3[N:8]=[C:7]([N:3]4[CH:4]=[CH:5][N:6]=[C:2]4[N:27]4[CH2:31][CH2:30][CH2:29][CH2:28]4)[N:16]=[CH:15][C:14]=3[N:13]3[CH:17]=[N:18][N:19]=[C:12]3[C@H:11]2[CH2:20][CH3:21])[CH2:26][CH2:25][CH2:24][CH2:23]1. (6) Given the reactants [C:1]([O:5][C:6]([N:8]1[CH2:13][CH2:12][C:11]([O:16][CH3:17])([CH:14]=[CH2:15])[CH2:10][CH2:9]1)=[O:7])([CH3:4])([CH3:3])[CH3:2].[OH-:18].[Na+].OO, predict the reaction product. The product is: [C:1]([O:5][C:6]([N:8]1[CH2:9][CH2:10][C:11]([CH2:14][CH2:15][OH:18])([O:16][CH3:17])[CH2:12][CH2:13]1)=[O:7])([CH3:4])([CH3:3])[CH3:2]. (7) Given the reactants [C:1]1(=[O:12])[O:11][C@H:8]([CH2:9][OH:10])[C@@H:6]([OH:7])[C@H:4]([OH:5])[C@H:2]1[OH:3].CN1CCOCC1.[CH3:20][Si:21](Cl)([CH3:23])[CH3:22].C1(C)C=CC=CC=1, predict the reaction product. The product is: [CH3:20][Si:21]([CH3:23])([CH3:22])[O:3][CH:2]1[CH:4]([O:5][Si:21]([CH3:23])([CH3:22])[CH3:20])[CH:6]([O:7][Si:21]([CH3:23])([CH3:22])[CH3:20])[CH:8]([CH2:9][O:10][Si:21]([CH3:23])([CH3:22])[CH3:20])[O:11][C:1]1=[O:12].